This data is from Forward reaction prediction with 1.9M reactions from USPTO patents (1976-2016). The task is: Predict the product of the given reaction. Given the reactants [CH3:1][C@@H:2]1[C@H:6]([C:7]2[CH:12]=[CH:11][CH:10]=[CH:9][CH:8]=2)[O:5][S@@:4](=[O:13])[N:3]1[S:14]([C:17]1[CH:22]=[CH:21][C:20]([CH3:23])=[CH:19][CH:18]=1)(=[O:16])=[O:15].[C:24]([Mg]Cl)([CH3:27])([CH3:26])[CH3:25], predict the reaction product. The product is: [C:7]1([C@H:6]([O:5][S@:4]([C:24]([CH3:27])([CH3:26])[CH3:25])=[O:13])[C@H:2]([NH:3][S:14]([C:17]2[CH:22]=[CH:21][C:20]([CH3:23])=[CH:19][CH:18]=2)(=[O:16])=[O:15])[CH3:1])[CH:12]=[CH:11][CH:10]=[CH:9][CH:8]=1.